Dataset: NCI-60 drug combinations with 297,098 pairs across 59 cell lines. Task: Regression. Given two drug SMILES strings and cell line genomic features, predict the synergy score measuring deviation from expected non-interaction effect. (1) Drug 1: CC1=CC2C(CCC3(C2CCC3(C(=O)C)OC(=O)C)C)C4(C1=CC(=O)CC4)C. Drug 2: C1=NC2=C(N1)C(=S)N=CN2. Cell line: K-562. Synergy scores: CSS=39.4, Synergy_ZIP=-2.84, Synergy_Bliss=-2.06, Synergy_Loewe=-47.5, Synergy_HSA=-2.67. (2) Drug 1: CN(C)C1=NC(=NC(=N1)N(C)C)N(C)C. Drug 2: C1C(C(OC1N2C=NC(=NC2=O)N)CO)O. Cell line: SW-620. Synergy scores: CSS=23.2, Synergy_ZIP=-2.96, Synergy_Bliss=-0.465, Synergy_Loewe=-37.5, Synergy_HSA=-2.96. (3) Drug 1: C1CCC(C(C1)N)N.C(=O)(C(=O)[O-])[O-].[Pt+4]. Drug 2: CC(C)CN1C=NC2=C1C3=CC=CC=C3N=C2N. Cell line: LOX IMVI. Synergy scores: CSS=3.22, Synergy_ZIP=-0.599, Synergy_Bliss=7.51, Synergy_Loewe=-0.722, Synergy_HSA=1.34. (4) Drug 1: COC1=CC(=CC(=C1O)OC)C2C3C(COC3=O)C(C4=CC5=C(C=C24)OCO5)OC6C(C(C7C(O6)COC(O7)C8=CC=CS8)O)O. Cell line: 786-0. Drug 2: CC1=C(C=C(C=C1)NC(=O)C2=CC=C(C=C2)CN3CCN(CC3)C)NC4=NC=CC(=N4)C5=CN=CC=C5. Synergy scores: CSS=39.1, Synergy_ZIP=1.06, Synergy_Bliss=1.53, Synergy_Loewe=2.70, Synergy_HSA=3.50. (5) Cell line: A498. Drug 2: CC1=C(N=C(N=C1N)C(CC(=O)N)NCC(C(=O)N)N)C(=O)NC(C(C2=CN=CN2)OC3C(C(C(C(O3)CO)O)O)OC4C(C(C(C(O4)CO)O)OC(=O)N)O)C(=O)NC(C)C(C(C)C(=O)NC(C(C)O)C(=O)NCCC5=NC(=CS5)C6=NC(=CS6)C(=O)NCCC[S+](C)C)O. Drug 1: CC1CCC2CC(C(=CC=CC=CC(CC(C(=O)C(C(C(=CC(C(=O)CC(OC(=O)C3CCCCN3C(=O)C(=O)C1(O2)O)C(C)CC4CCC(C(C4)OC)O)C)C)O)OC)C)C)C)OC. Synergy scores: CSS=18.4, Synergy_ZIP=-5.59, Synergy_Bliss=3.12, Synergy_Loewe=3.99, Synergy_HSA=5.51. (6) Drug 1: COC1=NC(=NC2=C1N=CN2C3C(C(C(O3)CO)O)O)N. Drug 2: CS(=O)(=O)OCCCCOS(=O)(=O)C. Cell line: MOLT-4. Synergy scores: CSS=97.4, Synergy_ZIP=-0.525, Synergy_Bliss=0.913, Synergy_Loewe=0.890, Synergy_HSA=3.63.